This data is from Full USPTO retrosynthesis dataset with 1.9M reactions from patents (1976-2016). The task is: Predict the reactants needed to synthesize the given product. (1) Given the product [CH2:1]([C:4]1[CH:9]=[CH:8][C:7]([CH:10]2[CH2:11][CH2:12][CH:13]([CH:16]3[CH2:25][CH2:24][C:19](=[O:20])[CH2:18][CH2:17]3)[CH2:14][CH2:15]2)=[CH:6][CH:5]=1)[CH2:2][CH3:3], predict the reactants needed to synthesize it. The reactants are: [CH2:1]([C:4]1[CH:9]=[CH:8][C:7]([CH:10]2[CH2:15][CH2:14][CH:13]([CH:16]3[CH2:25][CH2:24][C:19]4(OCC[O:20]4)[CH2:18][CH2:17]3)[CH2:12][CH2:11]2)=[CH:6][CH:5]=1)[CH2:2][CH3:3].C(O)=O.O. (2) Given the product [Cl:16][C:17]1[CH:25]=[C:24]([Cl:26])[CH:23]=[C:19]([C:20]([NH:1][CH2:2][CH2:3][CH2:4][CH2:5][CH2:6][CH2:7][CH2:8][CH2:9][CH2:10][C:11]([OH:13])=[O:12])=[O:21])[C:18]=1[OH:27], predict the reactants needed to synthesize it. The reactants are: [NH2:1][CH2:2][CH2:3][CH2:4][CH2:5][CH2:6][CH2:7][CH2:8][CH2:9][CH2:10][C:11]([OH:13])=[O:12].[OH-].[Na+].[Cl:16][C:17]1[CH:25]=[C:24]([Cl:26])[CH:23]=[C:19]([C:20]([O-])=[O:21])[C:18]=1[OH:27].Cl. (3) Given the product [CH3:4][O:5][C:6]1[CH:7]=[CH:23][C:22]([CH2:35][NH:36][C:28]2[CH:29]=[C:30]3[C:25]([O:24][C:23]4[C:22]([C:20]5[NH:21][C:16](=[O:15])[CH:17]=[C:18]([N:44]6[CH2:49][CH2:52][O:55][CH2:46][CH2:45]6)[CH:19]=5)=[CH:35][CH:34]=[CH:33][C:32]=4[CH2:31]3)=[CH:26][CH:27]=2)=[CH:20][CH:19]=1, predict the reactants needed to synthesize it. The reactants are: Cl.O1[CH2:7][CH2:6][O:5][CH2:4]C1.COC1C=CC(C[O:15][C:16]2[N:21]=[C:20]([C:22]3[CH:35]=[CH:34][CH:33]=[C:32]4[C:23]=3[O:24][C:25]3[CH:26]=[CH:27][C:28]([NH:36]C(=O)OC(C)(C)C)=[CH:29][C:30]=3[CH2:31]4)[CH:19]=[C:18]([N:44]3[CH2:49]CO[CH2:46][CH2:45]3)[CH:17]=2)=CC=1.[C:52](=[O:55])([O-])O.[Na+]. (4) The reactants are: [CH3:1][C:2]1[CH:3]=[C:4]2[C:8](=[CH:9][CH:10]=1)[NH:7][C:6]([C:11]([OH:13])=O)=[CH:5]2.[CH3:14][C:15]([OH:24])([CH3:23])[CH2:16][CH:17]1[CH2:22][CH2:21][NH:20][CH2:19][CH2:18]1.Cl.C(N=C=NCCCN(C)C)C.ON1C2C=CC=CC=2N=N1.Cl. Given the product [CH3:23][C:15]([OH:24])([CH3:14])[CH2:16][CH:17]1[CH2:18][CH2:19][N:20]([C:11]([C:6]2[NH:7][C:8]3[C:4]([CH:5]=2)=[CH:3][C:2]([CH3:1])=[CH:10][CH:9]=3)=[O:13])[CH2:21][CH2:22]1, predict the reactants needed to synthesize it. (5) Given the product [F:22][C:19]1[CH:20]=[CH:21][C:16]([C:14]2[N:15]=[C:8]3[C:7]([CH2:1][NH2:2])=[N:12][CH:11]=[CH:10][N:9]3[CH:13]=2)=[CH:17][CH:18]=1, predict the reactants needed to synthesize it. The reactants are: [CH3:1][NH2:2].CCO.Cl[C:7]1[C:8]2[N:9]([CH:13]=[C:14]([C:16]3[CH:21]=[CH:20][C:19]([F:22])=[CH:18][CH:17]=3)[N:15]=2)[CH:10]=[CH:11][N:12]=1. (6) The reactants are: Br[CH2:2][C:3]1[CH:8]=[CH:7][C:6]([C:9]2[CH:13]=[C:12]([C:14]([NH2:16])=[O:15])[O:11][N:10]=2)=[CH:5][CH:4]=1.[CH3:17][O:18][C:19]1[CH:24]=[CH:23][C:22]([OH:25])=[CH:21][CH:20]=1.C([O-])([O-])=O.[K+].[K+]. Given the product [CH3:17][O:18][C:19]1[CH:24]=[CH:23][C:22]([O:25][CH2:2][C:3]2[CH:8]=[CH:7][C:6]([C:9]3[CH:13]=[C:12]([C:14]([NH2:16])=[O:15])[O:11][N:10]=3)=[CH:5][CH:4]=2)=[CH:21][CH:20]=1, predict the reactants needed to synthesize it. (7) Given the product [OH:12][CH2:11][CH:8]1[CH2:7][CH2:6][CH:5]([C:3]([O:2][CH3:1])=[O:4])[CH2:10][CH2:9]1, predict the reactants needed to synthesize it. The reactants are: [CH3:1][O:2][C:3]([CH:5]1[CH2:10][CH2:9][CH:8]([C:11](O)=[O:12])[CH2:7][CH2:6]1)=[O:4].C(O)(=O)C.O.